Dataset: Forward reaction prediction with 1.9M reactions from USPTO patents (1976-2016). Task: Predict the product of the given reaction. (1) Given the reactants [Br:1][C:2]1[N:7]=[C:6]([CH:8]([C:12]2[CH:17]=[CH:16][C:15]([F:18])=[CH:14][CH:13]=2)[NH:9][CH:10]=O)[CH:5]=[CH:4][CH:3]=1, predict the reaction product. The product is: [Br:1][C:2]1[N:7]2[CH:10]=[N:9][C:8]([C:12]3[CH:17]=[CH:16][C:15]([F:18])=[CH:14][CH:13]=3)=[C:6]2[CH:5]=[CH:4][CH:3]=1. (2) Given the reactants Cl[C:2]1[C:3](=[O:25])[O:4][C:5]([CH2:14][CH2:15][C:16]2[CH:21]=[CH:20][C:19]([O:22][CH3:23])=[C:18]([Cl:24])[CH:17]=2)([CH:9]2[CH2:13][CH2:12][CH2:11][CH2:10]2)[CH2:6][C:7]=1[OH:8].[Cl:26][C:27]1[CH:39]=[CH:38][C:30]2[N:31]([CH:35]([CH3:37])[CH3:36])[C:32]([SH:34])=[N:33][C:29]=2[CH:28]=1.CCN(CC)CC, predict the reaction product. The product is: [Cl:26][C:27]1[CH:39]=[CH:38][C:30]2[N:31]([CH:35]([CH3:37])[CH3:36])[C:32]([S:34][C:2]3[C:3](=[O:25])[O:4][C:5]([CH2:14][CH2:15][C:16]4[CH:21]=[CH:20][C:19]([O:22][CH3:23])=[C:18]([Cl:24])[CH:17]=4)([CH:9]4[CH2:13][CH2:12][CH2:11][CH2:10]4)[CH2:6][C:7]=3[OH:8])=[N:33][C:29]=2[CH:28]=1. (3) Given the reactants [CH:1](=[O:8])[C:2]1[CH:7]=[CH:6][CH:5]=[CH:4][CH:3]=1.[C:9]1([Mg]Br)[CH:14]=[CH:13][CH:12]=[CH:11][CH:10]=1, predict the reaction product. The product is: [C:2]1([CH:1]([C:9]2[CH:14]=[CH:13][CH:12]=[CH:11][CH:10]=2)[OH:8])[CH:7]=[CH:6][CH:5]=[CH:4][CH:3]=1.